Task: Regression. Given a peptide amino acid sequence and an MHC pseudo amino acid sequence, predict their binding affinity value. This is MHC class I binding data.. Dataset: Peptide-MHC class I binding affinity with 185,985 pairs from IEDB/IMGT The peptide sequence is KEKGGLEGL. The MHC is HLA-B18:01 with pseudo-sequence HLA-B18:01. The binding affinity (normalized) is 0.